This data is from Full USPTO retrosynthesis dataset with 1.9M reactions from patents (1976-2016). The task is: Predict the reactants needed to synthesize the given product. (1) The reactants are: Cl[CH2:2][C:3]1[CH:12]=[CH:11][C:10]2[C:5](=[C:6]([O:17][CH3:18])[C:7]([O:15][CH3:16])=[C:8]([O:13][CH3:14])[CH:9]=2)[CH:4]=1.[NH:19]1[CH2:24][CH2:23][NH:22][CH2:21][CH2:20]1. Given the product [CH3:14][O:13][C:8]1[CH:9]=[C:10]2[C:5](=[C:6]([O:17][CH3:18])[C:7]=1[O:15][CH3:16])[CH:4]=[C:3]([CH2:2][N:19]1[CH2:24][CH2:23][N:22]([CH2:2][C:3]3[CH:12]=[CH:11][C:10]4[C:5](=[C:6]([O:17][CH3:18])[C:7]([O:15][CH3:16])=[C:8]([O:13][CH3:14])[CH:9]=4)[CH:4]=3)[CH2:21][CH2:20]1)[CH:12]=[CH:11]2, predict the reactants needed to synthesize it. (2) Given the product [CH2:1]([O:3][C:4](=[O:17])[C:5]([O:7][C:8]1[CH:13]=[CH:12][CH:11]=[C:10]([N:14]([C:29](=[O:30])[CH2:28][C:27]2[C:22]([CH2:18][CH2:19][CH2:20][CH3:21])=[N:23][C:24]([C:32]3[CH:33]=[CH:34][C:35]([C:38]([F:40])([F:41])[F:39])=[CH:36][CH:37]=3)=[N:25][CH:26]=2)[CH3:15])[CH:9]=1)([CH3:16])[CH3:6])[CH3:2], predict the reactants needed to synthesize it. The reactants are: [CH2:1]([O:3][C:4](=[O:17])[C:5]([CH3:16])([O:7][C:8]1[CH:13]=[CH:12][CH:11]=[C:10]([NH:14][CH3:15])[CH:9]=1)[CH3:6])[CH3:2].[CH2:18]([C:22]1[C:27]([CH2:28][C:29](O)=[O:30])=[CH:26][N:25]=[C:24]([C:32]2[CH:37]=[CH:36][C:35]([C:38]([F:41])([F:40])[F:39])=[CH:34][CH:33]=2)[N:23]=1)[CH2:19][CH2:20][CH3:21].C(OC(=O)CC(=O)CCCC)C. (3) Given the product [CH3:1][O:2][C:3](=[O:21])[C@H:4]([C@@H:18]([CH3:20])[OH:19])[NH:5][C:6](=[O:17])[C:7]1[CH:12]=[CH:11][C:10]([NH:13][C:30]([O:32][CH2:33][C:34]2[CH:39]=[CH:38][CH:37]=[CH:36][CH:35]=2)=[O:31])=[C:9]([CH3:16])[CH:8]=1, predict the reactants needed to synthesize it. The reactants are: [CH3:1][O:2][C:3](=[O:21])[C@H:4]([C@@H:18]([CH3:20])[OH:19])[NH:5][C:6](=[O:17])[C:7]1[CH:12]=[CH:11][C:10]([N+:13]([O-])=O)=[C:9]([CH3:16])[CH:8]=1.[H][H].C(=O)(O)[O-].[Na+].Cl[C:30]([O:32][CH2:33][C:34]1[CH:39]=[CH:38][CH:37]=[CH:36][CH:35]=1)=[O:31]. (4) Given the product [C:1]([O:5][C:6]([CH:8]1[CH2:12][CH:11]([O:13][C:28]2[C:37]3[C:32](=[C:33]([CH3:40])[C:34]([O:38][CH3:39])=[CH:35][CH:36]=3)[N:31]=[C:30]([C:41]3[CH:46]=[CH:45][CH:44]=[C:43]([CH3:47])[N:42]=3)[CH:29]=2)[CH2:10][CH:9]1[C:14](=[O:26])[NH:15][C:16]1([C:21]([O:23][CH2:24][CH3:25])=[O:22])[CH2:18][CH:17]1[CH:19]=[CH2:20])=[O:7])([CH3:4])([CH3:2])[CH3:3], predict the reactants needed to synthesize it. The reactants are: [C:1]([O:5][C:6]([CH:8]1[CH2:12][CH:11]([OH:13])[CH2:10][CH:9]1[C:14](=[O:26])[NH:15][C:16]1([C:21]([O:23][CH2:24][CH3:25])=[O:22])[CH2:18][CH:17]1[CH:19]=[CH2:20])=[O:7])([CH3:4])([CH3:3])[CH3:2].O[C:28]1[C:37]2[C:32](=[C:33]([CH3:40])[C:34]([O:38][CH3:39])=[CH:35][CH:36]=2)[N:31]=[C:30]([C:41]2[CH:46]=[CH:45][CH:44]=[C:43]([CH3:47])[N:42]=2)[CH:29]=1.C1(P(C2C=CC=CC=2)C2C=CC=CC=2)C=CC=CC=1.CC(OC(/N=N/C(OC(C)C)=O)=O)C. (5) Given the product [N:10]1[C:2]([N:11]2[CH2:16][CH2:15][CH:14]([CH2:17][OH:18])[CH2:13][CH2:12]2)=[C:3]2[C:7]([NH:6][CH:5]=[N:4]2)=[N:8][CH:9]=1, predict the reactants needed to synthesize it. The reactants are: Cl[C:2]1[N:10]=[CH:9][N:8]=[C:7]2[C:3]=1[NH:4][CH:5]=[N:6]2.[NH:11]1[CH2:16][CH2:15][CH:14]([CH2:17][OH:18])[CH2:13][CH2:12]1.CCN(CC)CC.